From a dataset of Forward reaction prediction with 1.9M reactions from USPTO patents (1976-2016). Predict the product of the given reaction. (1) Given the reactants [C:1]([C:3]12[CH2:12][CH:7]3[CH2:8][CH:9]([CH2:11][CH:5]([N:6]3C(OC(C)(C)C)=O)[CH2:4]1)[CH2:10]2)#[N:2].FC(F)(F)C(O)=O, predict the reaction product. The product is: [CH:7]12[CH2:12][C:3]3([C:1]#[N:2])[CH2:10][CH:9]([CH2:11][CH:5]([CH2:4]3)[NH:6]1)[CH2:8]2. (2) Given the reactants [CH3:1][P:2](=[O:7])([O:5][CH3:6])[O:3][CH3:4].C([Li])CCC.[C:13]([O:17][C:18]([NH:20][C:21]1[CH:26]=[CH:25][C:24]([Cl:27])=[CH:23][C:22]=1[C:28]1[CH:36]=[C:35]2[N:31]([CH:32]([C:37](OC)=[O:38])[CH2:33][CH2:34]2)[C:30](=[O:41])[CH:29]=1)=[O:19])([CH3:16])([CH3:15])[CH3:14].[Cl-].[NH4+], predict the reaction product. The product is: [Cl:27][C:24]1[CH:25]=[CH:26][C:21]([NH:20][C:18](=[O:19])[O:17][C:13]([CH3:16])([CH3:14])[CH3:15])=[C:22]([C:28]2[CH:36]=[C:35]3[N:31]([CH:32]([C:37](=[O:38])[CH2:1][P:2]([O:5][CH3:6])([O:3][CH3:4])=[O:7])[CH2:33][CH2:34]3)[C:30](=[O:41])[CH:29]=2)[CH:23]=1. (3) Given the reactants Cl[C:2]1[NH:7][C:6](=[O:8])[C:5]2[S:9][CH:10]=[CH:11][C:4]=2[CH:3]=1.[CH3:12][N:13]([CH3:20])[CH:14]1[CH2:19][CH2:18][NH:17][CH2:16][CH2:15]1, predict the reaction product. The product is: [CH3:12][N:13]([CH3:20])[CH:14]1[CH2:19][CH2:18][N:17]([C:2]2[NH:7][C:6](=[O:8])[C:5]3[S:9][CH:10]=[CH:11][C:4]=3[CH:3]=2)[CH2:16][CH2:15]1. (4) Given the reactants C(OC([N:8]([CH3:75])[C@@H:9]([CH3:74])[C:10]([NH:12][C@@H:13]([C:70]([CH3:73])([CH3:72])[CH3:71])[C:14]([N:16]1[C@H:25]([C:26](=[O:38])[NH:27][C@H:28]2[C:37]3[C:32](=[CH:33][CH:34]=[CH:35][CH:36]=3)[CH2:31][CH2:30][CH2:29]2)[CH2:24][C:23]2[C:18](=[CH:19][C:20]([C:39]([NH:41][C@@H:42]3[CH2:46][N:45]([C:47](OCC4C=CC=CC=4)=[O:48])[C@H:44]([C:57](=[O:69])[NH:58][C@H:59]4[C:68]5[C:63](=[CH:64][CH:65]=[CH:66][CH:67]=5)[CH2:62][CH2:61][CH2:60]4)[CH2:43]3)=[O:40])=[CH:21][CH:22]=2)[CH2:17]1)=[O:15])=[O:11])=O)(C)(C)C, predict the reaction product. The product is: [CH3:71][C:70]([CH3:73])([CH3:72])[C@H:13]([NH:12][C:10](=[O:11])[C@@H:9]([NH:8][CH3:75])[CH3:74])[C:14]([N:16]1[C@H:25]([C:26]([NH:27][C@H:28]2[C:37]3[C:32](=[CH:33][CH:34]=[CH:35][CH:36]=3)[CH2:31][CH2:30][CH2:29]2)=[O:38])[CH2:24][C:23]2[C:18](=[CH:19][C:20]([C:39]([NH:41][C@H:42]3[CH2:43][C@@H:44]([C:57](=[O:69])[NH:58][C@H:59]4[C:68]5[C:63](=[CH:64][CH:65]=[CH:66][CH:67]=5)[CH2:62][CH2:61][CH2:60]4)[N:45]([C:47](=[O:48])[C@@H:13]([NH:12][C:10](=[O:11])[C@@H:9]([NH:8][CH3:75])[CH3:74])[C:70]([CH3:71])([CH3:73])[CH3:72])[CH2:46]3)=[O:40])=[CH:21][CH:22]=2)[CH2:17]1)=[O:15]. (5) Given the reactants C([O:8][C:9](=[O:34])[CH:10]([NH:15][CH:16]([C:30]([O:32]C)=[O:31])[CH2:17][C:18]1[CH:22]=[CH:21][N:20]([CH2:23][C:24]2[CH:29]=[CH:28][CH:27]=[CH:26][CH:25]=2)[N:19]=1)[CH2:11][CH:12]([CH3:14])[CH3:13])C1C=CC=CC=1.[OH-].[Na+], predict the reaction product. The product is: [CH2:23]([N:20]1[CH:21]=[CH:22][C:18]([CH2:17][C@H:16]([NH:15][C@@H:10]([CH2:11][CH:12]([CH3:14])[CH3:13])[C:9]([OH:34])=[O:8])[C:30]([OH:32])=[O:31])=[N:19]1)[C:24]1[CH:25]=[CH:26][CH:27]=[CH:28][CH:29]=1.[CH2:23]([N:20]1[CH:21]=[CH:22][C:18]([CH2:17][C@@H:16]([NH:15][C@@H:10]([CH2:11][CH:12]([CH3:14])[CH3:13])[C:9]([OH:34])=[O:8])[C:30]([OH:32])=[O:31])=[N:19]1)[C:24]1[CH:25]=[CH:26][CH:27]=[CH:28][CH:29]=1. (6) Given the reactants [CH:1]1([Mg]Br)[CH2:4][CH2:3][CH2:2]1.[C:7]([C:9]1[CH:14]=[CH:13][CH:12]=[CH:11][N:10]=1)#N.CC[O:17]CC, predict the reaction product. The product is: [CH:1]1([C:7]([C:9]2[CH:14]=[CH:13][CH:12]=[CH:11][N:10]=2)=[O:17])[CH2:4][CH2:3][CH2:2]1. (7) Given the reactants Cl[C:2]1[C:3]([NH:8][CH2:9][CH:10]2[CH2:15][CH2:14][N:13]([S:16]([CH2:19][CH2:20][C:21]3[CH:26]=[CH:25][CH:24]=[CH:23][CH:22]=3)(=[O:18])=[O:17])[CH2:12][CH2:11]2)=[N:4][CH:5]=[CH:6][N:7]=1.[H][H], predict the reaction product. The product is: [C:21]1([CH2:20][CH2:19][S:16]([N:13]2[CH2:12][CH2:11][CH:10]([CH2:9][NH:8][C:3]3[CH:2]=[N:7][CH:6]=[CH:5][N:4]=3)[CH2:15][CH2:14]2)(=[O:18])=[O:17])[CH:22]=[CH:23][CH:24]=[CH:25][CH:26]=1. (8) Given the reactants [NH2:1][C:2]1[CH:3]=[C:4]([NH:9][C:10](=[O:23])/[CH:11]=[CH:12]/[C:13]2[CH:18]=[CH:17][C:16]([C:19]([CH3:22])([CH3:21])[CH3:20])=[CH:15][CH:14]=2)[CH:5]=[CH:6][C:7]=1[Cl:8].C(C1C=CC(/C=C/[C:36]([NH:38][C:39]2C=CC(Cl)=C([N+]([O-])=O)C=2)=[O:37])=CC=1)(C)(C)C.CCO.[In], predict the reaction product. The product is: [C:19]([C:16]1[CH:15]=[CH:14][C:13](/[CH:12]=[CH:11]/[C:10]([NH:9][C:4]2[CH:5]=[CH:6][C:7]([Cl:8])=[C:2]([NH:1][C:36]([NH:38][CH3:39])=[O:37])[CH:3]=2)=[O:23])=[CH:18][CH:17]=1)([CH3:20])([CH3:22])[CH3:21].